From a dataset of Forward reaction prediction with 1.9M reactions from USPTO patents (1976-2016). Predict the product of the given reaction. (1) Given the reactants [CH2:1]([O:8][C:9]1[CH:14]=[CH:13][C:12]([CH2:15][C:16]#[N:17])=[CH:11][CH:10]=1)[C:2]1[CH:7]=[CH:6][CH:5]=[CH:4][CH:3]=1.CO.[OH-].[Na+].[C:22]1(=[O:28])[CH2:27][CH2:26][CH2:25][CH2:24][CH2:23]1, predict the reaction product. The product is: [C:16]([CH:15]([C:12]1[CH:11]=[CH:10][C:9]([O:8][CH2:1][C:2]2[CH:3]=[CH:4][CH:5]=[CH:6][CH:7]=2)=[CH:14][CH:13]=1)[C:22]1([OH:28])[CH2:27][CH2:26][CH2:25][CH2:24][CH2:23]1)#[N:17]. (2) Given the reactants [C:1]1([CH:7]([C:26]2[CH:31]=[CH:30][CH:29]=[CH:28][CH:27]=2)[N:8]2[C:16]3[C:11](=[CH:12][CH:13]=[CH:14][CH:15]=3)[CH:10]([C:17]3[CH:22]=[C:21]([F:23])[CH:20]=[CH:19][C:18]=3[OH:24])[C:9]2=[O:25])[CH:6]=[CH:5][CH:4]=[CH:3][CH:2]=1.[C:32]1(C(C2C=CC=CC=2)N2C3C(=CC=CC=3)C(C3C=C(C)C(OC)=CC=3O)C2=O)C=CC=CC=1, predict the reaction product. The product is: [C:26]1([CH:7]([C:1]2[CH:2]=[CH:3][CH:4]=[CH:5][CH:6]=2)[N:8]2[C:16]3[C:11](=[CH:12][CH:13]=[CH:14][CH:15]=3)[C:10]3([C:17]4[CH:22]=[C:21]([F:23])[CH:20]=[CH:19][C:18]=4[O:24][CH2:32]3)[C:9]2=[O:25])[CH:31]=[CH:30][CH:29]=[CH:28][CH:27]=1. (3) Given the reactants ClC1C(C=O)=C(OC(F)(F)F)C=C2C=1N=CN(CC1C=C(Cl)C=CC=1S(CC)(=O)=O)C2=O.[Cl:33][C:34]1[C:35]([CH2:63][N:64]2[CH2:68][CH2:67][C@@H:66]([NH:69][C:70](=O)OC(C)(C)C)[CH2:65]2)=[C:36]([O:58][C:59]([F:62])([F:61])[F:60])[CH:37]=[C:38]2[C:43]=1[N:42]=[CH:41][N:40]([CH2:44][C:45]1[CH:50]=[C:49]([Cl:51])[CH:48]=[CH:47][C:46]=1[S:52]([CH2:55][CH3:56])(=[O:54])=[O:53])[C:39]2=[O:57].CN([C@@H]1CCNC1)C(=O)OC(C)(C)C, predict the reaction product. The product is: [Cl:33][C:34]1[C:35]([CH2:63][N:64]2[CH2:68][CH2:67][C@@H:66]([NH:69][CH3:70])[CH2:65]2)=[C:36]([O:58][C:59]([F:61])([F:60])[F:62])[CH:37]=[C:38]2[C:43]=1[N:42]=[CH:41][N:40]([CH2:44][C:45]1[CH:50]=[C:49]([Cl:51])[CH:48]=[CH:47][C:46]=1[S:52]([CH2:55][CH3:56])(=[O:54])=[O:53])[C:39]2=[O:57]. (4) Given the reactants [C:1](Cl)(=[O:10])[C:2]1[CH:7]=[CH:6][C:5]([O:8][CH3:9])=[CH:4][CH:3]=1.[Cl-].[Al+3].[Cl-].[Cl-].[CH3:16][N:17]1[CH:21]=[CH:20][CH:19]=[C:18]1[CH2:22][C:23]([O:25][CH3:26])=[O:24].Cl, predict the reaction product. The product is: [C:1]([C:21]1[N:17]([CH3:16])[C:18]([CH2:22][C:23]([O:25][CH3:26])=[O:24])=[CH:19][CH:20]=1)(=[O:10])[C:2]1[CH:7]=[CH:6][C:5]([O:8][CH3:9])=[CH:4][CH:3]=1. (5) Given the reactants [Cl:1][C:2]1[C:3]([S:9][C:10]2[CH:15]=[CH:14][C:13]([CH3:16])=[CH:12][CH:11]=2)=[C:4]([NH2:8])[CH:5]=[CH:6][CH:7]=1.[N:17]([O-])=O.[Na+].Cl[Sn]Cl.Cl, predict the reaction product. The product is: [ClH:1].[Cl:1][C:2]1[C:3]([S:9][C:10]2[CH:11]=[CH:12][C:13]([CH3:16])=[CH:14][CH:15]=2)=[C:4]([NH:8][NH2:17])[CH:5]=[CH:6][CH:7]=1. (6) Given the reactants Cl[C:2]1[CH:7]=[C:6]([C:8]([F:11])([F:10])[F:9])[CH:5]=[C:4]([Cl:12])[N:3]=1.[CH2:13]([NH2:16])[CH2:14][CH3:15], predict the reaction product. The product is: [Cl:12][C:4]1[N:3]=[C:2]([NH:16][CH2:13][CH2:14][CH3:15])[CH:7]=[C:6]([C:8]([F:11])([F:10])[F:9])[CH:5]=1. (7) Given the reactants [CH3:1][C:2]1[CH:7]=[CH:6][C:5]([N+:8]([O-:10])=[O:9])=[CH:4][C:3]=1[NH:11][C:12]([C:14]1[S:22][C:17]2=[N:18][CH:19]=[CH:20][N:21]=[C:16]2[CH:15]=1)=O.P(Cl)(Cl)([Cl:25])=O, predict the reaction product. The product is: [CH3:1][C:2]1[CH:7]=[CH:6][C:5]([N+:8]([O-:10])=[O:9])=[CH:4][C:3]=1/[N:11]=[C:12](\[Cl:25])/[C:14]1[S:22][C:17]2=[N:18][CH:19]=[CH:20][N:21]=[C:16]2[CH:15]=1. (8) Given the reactants Br[C:2]1[CH:7]=[CH:6][N:5]=[C:4]([NH:8][C@H:9]([C:11]2[C:12](=[O:22])[NH:13][C:14]3[C:19]([CH:20]=2)=[CH:18][C:17]([Cl:21])=[CH:16][CH:15]=3)[CH3:10])[CH:3]=1.[O:23]1[CH2:27][CH2:26][NH:25][C:24]1=[O:28].P([O-])([O-])([O-])=O.[K+].[K+].[K+].[C@@H]1(N)CCCC[C@H]1N, predict the reaction product. The product is: [Cl:21][C:17]1[CH:18]=[C:19]2[C:14](=[CH:15][CH:16]=1)[NH:13][C:12](=[O:22])[C:11]([C@@H:9]([NH:8][C:4]1[CH:3]=[C:2]([N:25]3[CH2:26][CH2:27][O:23][C:24]3=[O:28])[CH:7]=[CH:6][N:5]=1)[CH3:10])=[CH:20]2. (9) Given the reactants [Br:1][C:2]1[CH:3]=[N:4][CH:5]=[C:6]([CH:10]=1)[C:7]([OH:9])=O.[CH3:11][O:12][C:13](=[O:25])[CH2:14][C:15]1[CH:20]=[CH:19][CH:18]=[C:17]([S:21]([CH3:24])(=[NH:23])=[O:22])[CH:16]=1.Cl.CN(C)CCCN=C=NCC.CCOC(C)=O, predict the reaction product. The product is: [CH3:11][O:12][C:13](=[O:25])[CH2:14][C:15]1[CH:20]=[CH:19][CH:18]=[C:17]([S:21]([CH3:24])(=[N:23][C:7]([C:6]2[CH:5]=[N:4][CH:3]=[C:2]([Br:1])[CH:10]=2)=[O:9])=[O:22])[CH:16]=1. (10) Given the reactants [CH3:1][CH:2]([CH2:13][CH2:14][CH2:15][CH:16]([CH3:23])[CH2:17][CH2:18][CH2:19][CH:20]([CH3:22])[CH3:21])[CH2:3][CH2:4][CH2:5][CH2:6][C:7]1[CH:12]=[CH:11][CH:10]=[CH:9][CH:8]=1.[OH:24][S:25](O)(=[O:27])=[O:26].O=S(=O)=O.[OH-].[Na+:34], predict the reaction product. The product is: [CH3:1][CH:2]([CH2:13][CH2:14][CH2:15][CH:16]([CH3:23])[CH2:17][CH2:18][CH2:19][CH:20]([CH3:22])[CH3:21])[CH2:3][CH2:4][CH2:5][CH2:6][C:7]1[CH:12]=[CH:11][C:10]([S:25]([O-:27])(=[O:26])=[O:24])=[CH:9][CH:8]=1.[Na+:34].